Dataset: Full USPTO retrosynthesis dataset with 1.9M reactions from patents (1976-2016). Task: Predict the reactants needed to synthesize the given product. (1) Given the product [F:19][C:18]([F:21])([F:20])[C:14]1[CH:13]=[C:12]([CH:17]=[CH:16][CH:15]=1)[CH2:11][N:10]1[C:5]2[C:6](=[N:7][C:2]([N:36]([C:45]([O:47][C:48]([CH3:51])([CH3:50])[CH3:49])=[O:46])[NH:37][C:38]([O:40][C:41]([CH3:42])([CH3:43])[CH3:44])=[O:39])=[CH:3][CH:4]=2)[CH:8]=[C:9]1[C:22]([O:24][CH2:25][C:26]1[CH:31]=[CH:30][CH:29]=[C:28]([C:32]([F:35])([F:34])[F:33])[CH:27]=1)=[O:23], predict the reactants needed to synthesize it. The reactants are: Cl[C:2]1[N:7]=[C:6]2[CH:8]=[C:9]([C:22]([O:24][CH2:25][C:26]3[CH:31]=[CH:30][CH:29]=[C:28]([C:32]([F:35])([F:34])[F:33])[CH:27]=3)=[O:23])[N:10]([CH2:11][C:12]3[CH:17]=[CH:16][CH:15]=[C:14]([C:18]([F:21])([F:20])[F:19])[CH:13]=3)[C:5]2=[CH:4][CH:3]=1.[NH:36]([C:45]([O:47][C:48]([CH3:51])([CH3:50])[CH3:49])=[O:46])[NH:37][C:38]([O:40][C:41]([CH3:44])([CH3:43])[CH3:42])=[O:39].C([O-])([O-])=O.[Cs+].[Cs+].O. (2) Given the product [Cl:10][C:9]1[CH:8]=[CH:7][CH:6]=[C:5]2[C:4]=1[C:3](=[O:13])[N:22]([C@H:23]1[C:32]3[C:27](=[C:28]([F:37])[CH:29]=[C:30]([C:33]([O:35][CH3:36])=[O:34])[CH:31]=3)[O:26][CH2:25][CH2:24]1)[CH2:11]2, predict the reactants needed to synthesize it. The reactants are: CO[C:3](=[O:13])[C:4]1[C:9]([Cl:10])=[CH:8][CH:7]=[CH:6][C:5]=1[CH2:11]Br.C(N(CC)CC)C.Cl.[NH2:22][C@H:23]1[C:32]2[C:27](=[C:28]([F:37])[CH:29]=[C:30]([C:33]([O:35][CH3:36])=[O:34])[CH:31]=2)[O:26][CH2:25][CH2:24]1. (3) Given the product [Cl-:35].[CH2:1]([N+:3]1[CH2:4][CH2:5][CH2:6][C:7]2[C:12]=1[CH:11]=[C:10]1[C:9]([CH:8]=2)=[N:14][C:32]2[CH:33]=[C:28]3[C:29]([N:24]([CH3:23])[CH2:25][CH2:26][O:27]3)=[CH:30][C:31]=2[O:13]1)[CH3:2], predict the reactants needed to synthesize it. The reactants are: [CH2:1]([N:3]1[C:12]2[C:7](=[CH:8][CH:9]=[C:10]([OH:13])[CH:11]=2)[CH2:6][CH2:5][CH2:4]1)[CH3:2].[N:14]([O-])=O.[Na+].C([O-])(O)=O.[Na+].[CH3:23][N:24]1[C:29]2[CH:30]=[C:31](O)[CH:32]=[CH:33][C:28]=2[O:27][CH2:26][CH2:25]1.[ClH:35]. (4) Given the product [ClH:1].[Cl:1][C:2]1[CH:3]=[C:4]([C:8]2[C:13]([O:14][CH3:15])=[CH:12][CH:11]=[C:10]([CH2:16][C:17]3[CH:18]=[CH:19][C:20]([CH2:23][N:24]4[CH2:28][CH2:27][N:26]([CH2:31][CH3:32])[C:25]4=[O:29])=[N:21][CH:22]=3)[C:9]=2[F:30])[CH:5]=[CH:6][CH:7]=1, predict the reactants needed to synthesize it. The reactants are: [Cl:1][C:2]1[CH:3]=[C:4]([C:8]2[C:13]([O:14][CH3:15])=[CH:12][CH:11]=[C:10]([CH2:16][C:17]3[CH:18]=[CH:19][C:20]([CH2:23][N:24]4[CH2:28][CH2:27][NH:26][C:25]4=[O:29])=[N:21][CH:22]=3)[C:9]=2[F:30])[CH:5]=[CH:6][CH:7]=1.[CH2:31]1COC[CH2:32]1.[H-].[Na+].C(I)C. (5) The reactants are: [Li]CCCC.[O:6]1[CH2:11][CH2:10][CH2:9][CH2:8][CH:7]1[O:12][CH2:13][CH2:14][CH2:15][C:16]#[CH:17].[Br:18][CH2:19][CH2:20][CH2:21][CH2:22][CH2:23][CH2:24][CH2:25]Br.Cl. Given the product [Br:18][CH2:19][CH2:20][CH2:21][CH2:22][CH2:23][CH2:24][CH2:25][C:17]#[C:16][CH2:15][CH2:14][CH2:13][O:12][CH:7]1[CH2:8][CH2:9][CH2:10][CH2:11][O:6]1, predict the reactants needed to synthesize it. (6) Given the product [CH2:16]([N:19]1[C:27]2[C:22](=[CH:23][CH:24]=[CH:25][CH:26]=2)[CH:21]=[CH:20]1)[CH2:17][CH3:18].[CH3:18][CH2:17][CH2:16][N:19]1[C:27]2[CH:26]=[CH:25][CH:24]=[CH:23][C:22]=2[C:21]([C:13]([C:10]2[CH:9]=[CH:8][CH:7]=[C:6]3[CH:5]=[CH:4][C:3]([O:2][CH3:1])=[CH:12][C:11]=23)=[O:15])=[CH:20]1, predict the reactants needed to synthesize it. The reactants are: [CH3:1][O:2][C:3]1[CH:12]=[C:11]2[C:6]([CH:7]=[CH:8][CH:9]=[C:10]2[C:13]([OH:15])=O)=[CH:5][CH:4]=1.[CH2:16]([N:19]1[C:27]2[C:22](=[CH:23][CH:24]=[CH:25][CH:26]=2)[CH:21]=[CH:20]1)[CH2:17][CH3:18]. (7) The reactants are: [ClH:1].CN(C)CCCN=C=NCC.ON1C2C=CC=CC=2N=N1.[CH3:23][N:24]1[C:30](=[O:31])[C:29]([CH3:33])([CH3:32])[C:28](=[O:34])[N:27]([CH3:35])[C:26]2[CH:36]=[C:37]([O:40][CH2:41][CH2:42][CH2:43][N:44]([CH2:52][CH2:53][NH:54][CH3:55])[CH2:45][C:46]3[CH:51]=[CH:50][N:49]=[CH:48][CH:47]=3)[CH:38]=[CH:39][C:25]1=2.[C:56](O)(=[O:63])[C:57]1[CH:62]=[CH:61][CH:60]=[CH:59][CH:58]=1. Given the product [ClH:1].[ClH:1].[CH3:55][N:54]([CH2:53][CH2:52][N:44]([CH2:45][C:46]1[CH:47]=[CH:48][N:49]=[CH:50][CH:51]=1)[CH2:43][CH2:42][CH2:41][O:40][C:37]1[CH:38]=[CH:39][C:25]2[N:24]([CH3:23])[C:30](=[O:31])[C:29]([CH3:32])([CH3:33])[C:28](=[O:34])[N:27]([CH3:35])[C:26]=2[CH:36]=1)[C:56](=[O:63])[C:57]1[CH:62]=[CH:61][CH:60]=[CH:59][CH:58]=1, predict the reactants needed to synthesize it.